From a dataset of Full USPTO retrosynthesis dataset with 1.9M reactions from patents (1976-2016). Predict the reactants needed to synthesize the given product. (1) The reactants are: C[O:2][C:3]1[CH:4]=[C:5]([C:11]([C@@H:13]2[C@:22]3([CH3:23])[C@H:17]([C:18]([CH3:25])([CH3:24])[CH2:19][CH2:20][CH2:21]3)[CH2:16][CH:15]([C:26]([C:28]3[CH:33]=[CH:32][CH:31]=[CH:30][N:29]=3)=[O:27])[C@H:14]2[CH3:34])=[O:12])[CH:6]=[C:7]([O:9]C)[CH:8]=1.B(Br)(Br)Br.CO. Given the product [CH3:34][C@@H:14]1[CH:15]([C:26]([C:28]2[CH:33]=[CH:32][CH:31]=[CH:30][N:29]=2)=[O:27])[CH2:16][C@@H:17]2[C@:22]([CH3:23])([CH2:21][CH2:20][CH2:19][C:18]2([CH3:25])[CH3:24])[C@H:13]1[C:11]([C:5]1[CH:6]=[C:7]([OH:9])[CH:8]=[C:3]([OH:2])[CH:4]=1)=[O:12], predict the reactants needed to synthesize it. (2) Given the product [C:19]([O:18][C:16]([N:9]1[CH2:10][CH:5]([C:3]([O:2][CH3:1])=[O:4])[CH2:6][CH2:7][CH:8]1[C:11]([OH:13])=[O:12])=[O:17])([CH3:22])([CH3:21])[CH3:20], predict the reactants needed to synthesize it. The reactants are: [CH3:1][O:2][C:3]([CH:5]1[CH2:10][NH:9][CH:8]([C:11]([OH:13])=[O:12])[CH2:7][CH2:6]1)=[O:4].[OH-].[Na+].[C:16](O[C:16]([O:18][C:19]([CH3:22])([CH3:21])[CH3:20])=[O:17])([O:18][C:19]([CH3:22])([CH3:21])[CH3:20])=[O:17]. (3) Given the product [CH2:62]([O:63][C:35]([N:33]1[CH2:32][CH2:31][N:43]([C:12](=[O:14])[C@@H:2]([NH:1][C:15]([O:17][CH2:18][C:19]2[CH:24]=[CH:23][CH:22]=[CH:21][CH:20]=2)=[O:16])[CH2:3][CH2:4][C:5]([O:6][C:7]([CH3:8])([CH3:9])[CH3:10])=[O:11])[CH2:41][CH2:34]1)=[O:47])[CH2:61][CH2:60][CH3:64], predict the reactants needed to synthesize it. The reactants are: [NH:1]([C:15]([O:17][CH2:18][C:19]1[CH:24]=[CH:23][CH:22]=[CH:21][CH:20]=1)=[O:16])[C@H:2]([C:12]([OH:14])=O)[CH2:3][CH2:4][C:5](=[O:11])[O:6][C:7]([CH3:10])([CH3:9])[CH3:8].CCN=C=NC[CH2:31][CH2:32][N:33]([CH3:35])[CH3:34].Cl.C1C=[C:41]2[N:43]=NN(O)C2=CC=1.[OH2:47].CCN(C(C)C)C(C)C.C(Cl)Cl.[CH2:60]1[CH2:64][O:63][CH2:62][CH2:61]1. (4) Given the product [CH2:1]([C@@H:8]1[CH2:12][O:11][C:10](=[O:13])[N:9]1[C:14](=[O:19])[CH2:15][CH2:16][CH:17]=[CH2:18])[C:2]1[CH:3]=[CH:4][CH:5]=[CH:6][CH:7]=1, predict the reactants needed to synthesize it. The reactants are: [CH2:1]([C@@H:8]1[CH2:12][O:11][C:10](=[O:13])[NH:9]1)[C:2]1[CH:7]=[CH:6][CH:5]=[CH:4][CH:3]=1.[C:14](Cl)(=[O:19])[CH2:15][CH2:16][CH:17]=[CH2:18].C([Li])CCC. (5) Given the product [Cl:7][C:8]1[CH:9]=[CH:10][C:11]2[N:17]3[C:18]([CH:21]=[C:22]([CH3:24])[CH3:23])=[CH:19][CH:20]=[C:16]3[CH:15]([CH2:25][CH2:26][OH:27])[O:14][CH:13]([C:30]3[CH:35]=[CH:34][CH:33]=[C:32]([O:36][CH3:37])[C:31]=3[O:38][CH3:39])[C:12]=2[CH:40]=1, predict the reactants needed to synthesize it. The reactants are: [H-].[Al+3].[Li+].[H-].[H-].[H-].[Cl:7][C:8]1[CH:9]=[CH:10][C:11]2[N:17]3[C:18]([CH:21]=[C:22]([CH3:24])[CH3:23])=[CH:19][CH:20]=[C:16]3[CH:15]([CH2:25][C:26](OC)=[O:27])[O:14][CH:13]([C:30]3[CH:35]=[CH:34][CH:33]=[C:32]([O:36][CH3:37])[C:31]=3[O:38][CH3:39])[C:12]=2[CH:40]=1.C(C(C(C([O-])=O)O)O)([O-])=O.[Na+].[K+]. (6) Given the product [F:21][C:19]1[CH:18]=[CH:17][C:16]([N+:22]([O-:24])=[O:23])=[C:15]([NH:7][C:8]2[CH:13]=[CH:12][N:11]=[CH:10][CH:9]=2)[CH:20]=1, predict the reactants needed to synthesize it. The reactants are: CC(C)([O-])C.[K+].[NH2:7][C:8]1[CH:13]=[CH:12][N:11]=[CH:10][CH:9]=1.F[C:15]1[CH:20]=[C:19]([F:21])[CH:18]=[CH:17][C:16]=1[N+:22]([O-:24])=[O:23].[NH4+].[Cl-]. (7) Given the product [CH3:18][C@H:16]1[N:17]([C:27]2[CH:32]=[CH:31][CH:30]=[CH:29][CH:28]=2)[C@@H:12]([CH3:11])[CH2:13][N:14]([C:19]([O:21][C:22]([CH3:23])([CH3:25])[CH3:24])=[O:20])[CH2:15]1, predict the reactants needed to synthesize it. The reactants are: C[Si]([N-][Si](C)(C)C)(C)C.[K+].[CH3:11][C@H:12]1[NH:17][C@@H:16]([CH3:18])[CH2:15][N:14]([C:19]([O:21][C:22]([CH3:25])([CH3:24])[CH3:23])=[O:20])[CH2:13]1.Br[C:27]1[CH:32]=[CH:31][CH:30]=[CH:29][CH:28]=1. (8) Given the product [CH3:17][C:2]1([CH3:1])[C:6]([CH3:7])([CH3:8])[O:5][B:4]([C:33]2[CH2:34][N:35]([C:37]([O:39][C:40]([CH3:43])([CH3:42])[CH3:41])=[O:38])[CH2:36][CH2:31][CH:32]=2)[O:3]1.[CH3:17][C:2]1([CH3:1])[C:6]([CH3:7])([CH3:8])[O:5][B:4]([C:52]2[CH2:57][CH2:56][CH2:55][N:54]([C:58]([O:60][C:61]([CH3:64])([CH3:63])[CH3:62])=[O:59])[CH:53]=2)[O:3]1, predict the reactants needed to synthesize it. The reactants are: [CH3:1][C:2]1([CH3:17])[C:6]([CH3:8])([CH3:7])[O:5][B:4](B2OC(C)(C)C(C)O2)[O:3]1.C([O-])(=O)C.[K+].N#N.FC(F)(F)S(O[C:31]1[CH2:32][CH2:33][CH2:34][N:35]([C:37]([O:39][C:40]([CH3:43])([CH3:42])[CH3:41])=[O:38])[CH:36]=1)(=O)=O.FC(F)(F)S(O[C:52]1[CH2:53][N:54]([C:58]([O:60][C:61]([CH3:64])([CH3:63])[CH3:62])=[O:59])[CH2:55][CH2:56][CH:57]=1)(=O)=O. (9) Given the product [Cl:1][C:2]1[CH:7]=[C:6]([N+:8]([O-:10])=[O:9])[CH:5]=[C:4]([Cl:11])[C:3]=1[C:15]1[CH:16]=[CH:17][CH:18]=[CH:19][C:14]=1[F:13], predict the reactants needed to synthesize it. The reactants are: [Cl:1][C:2]1[CH:7]=[C:6]([N+:8]([O-:10])=[O:9])[CH:5]=[C:4]([Cl:11])[C:3]=1I.[F:13][C:14]1[CH:19]=[CH:18][CH:17]=[CH:16][C:15]=1B(O)O.C(=O)([O-])[O-].[Na+].[Na+]. (10) Given the product [C:12]([C:4]1([OH:10])[CH2:5][CH:6]2[CH2:9][C:3]1([CH2:1][CH3:2])[CH2:8][CH2:7]2)#[CH:13], predict the reactants needed to synthesize it. The reactants are: [CH2:1]([C:3]12[CH2:9][CH:6]([CH2:7][CH2:8]1)[CH2:5][C:4]2=[O:10])[CH3:2].O1CC[CH2:13][CH2:12]1.